From a dataset of NCI-60 drug combinations with 297,098 pairs across 59 cell lines. Regression. Given two drug SMILES strings and cell line genomic features, predict the synergy score measuring deviation from expected non-interaction effect. (1) Drug 1: CC1CCC2CC(C(=CC=CC=CC(CC(C(=O)C(C(C(=CC(C(=O)CC(OC(=O)C3CCCCN3C(=O)C(=O)C1(O2)O)C(C)CC4CCC(C(C4)OC)OCCO)C)C)O)OC)C)C)C)OC. Drug 2: C(CC(=O)O)C(=O)CN.Cl. Cell line: OVCAR-4. Synergy scores: CSS=12.9, Synergy_ZIP=-4.63, Synergy_Bliss=-3.23, Synergy_Loewe=-3.38, Synergy_HSA=-0.852. (2) Drug 1: CC1(CCCN1)C2=NC3=C(C=CC=C3N2)C(=O)N. Drug 2: CCC1=C2CN3C(=CC4=C(C3=O)COC(=O)C4(CC)O)C2=NC5=C1C=C(C=C5)O. Cell line: HCT116. Synergy scores: CSS=48.0, Synergy_ZIP=7.29, Synergy_Bliss=10.5, Synergy_Loewe=-72.6, Synergy_HSA=11.8. (3) Drug 1: CC(CN1CC(=O)NC(=O)C1)N2CC(=O)NC(=O)C2. Drug 2: COCCOC1=C(C=C2C(=C1)C(=NC=N2)NC3=CC=CC(=C3)C#C)OCCOC.Cl. Cell line: OVCAR-8. Synergy scores: CSS=20.4, Synergy_ZIP=-3.56, Synergy_Bliss=0.788, Synergy_Loewe=1.87, Synergy_HSA=2.11.